This data is from Forward reaction prediction with 1.9M reactions from USPTO patents (1976-2016). The task is: Predict the product of the given reaction. (1) Given the reactants [O:1]([C:9]1[CH:14]=[CH:13][C:12]([C:15]([C:20]2[CH:25]=[CH:24][C:23]([C:26]#[C:27][CH:28]([OH:33])[C:29]([CH3:32])([CH3:31])[CH3:30])=[C:22]([CH3:34])[CH:21]=2)([CH2:18][CH3:19])[CH2:16][CH3:17])=[CH:11][C:10]=1[CH3:35])[Si:2]([C:5]([CH3:8])([CH3:7])[CH3:6])([CH3:4])[CH3:3].[H][H], predict the reaction product. The product is: [O:1]([C:9]1[CH:14]=[CH:13][C:12]([C:15]([C:20]2[CH:25]=[CH:24][C:23](/[CH:26]=[CH:27]\[CH:28]([OH:33])[C:29]([CH3:32])([CH3:31])[CH3:30])=[C:22]([CH3:34])[CH:21]=2)([CH2:16][CH3:17])[CH2:18][CH3:19])=[CH:11][C:10]=1[CH3:35])[Si:2]([C:5]([CH3:6])([CH3:7])[CH3:8])([CH3:3])[CH3:4]. (2) Given the reactants [F:1][C:2]1[CH:7]=[CH:6][CH:5]=[C:4]([N+:8]([O-:10])=[O:9])[C:3]=1[OH:11].C(N(CC)CC)C.[F:19][C:20]([F:33])([F:32])[S:21](O[S:21]([C:20]([F:33])([F:32])[F:19])(=[O:23])=[O:22])(=[O:23])=[O:22].[Cl-].[NH4+], predict the reaction product. The product is: [F:1][C:2]1[CH:7]=[CH:6][CH:5]=[C:4]([N+:8]([O-:10])=[O:9])[C:3]=1[O:11][S:21]([C:20]([F:33])([F:32])[F:19])(=[O:23])=[O:22]. (3) The product is: [CH2:1]([N:3]([CH2:6][C:7]1[S:11][C:10]([C:12]2[O:16][N:15]=[C:14]([C:17]3[CH:22]=[CH:21][C:20]([CH2:23][CH2:24][NH:34][CH2:33][CH2:31][OH:32])=[CH:19][CH:18]=3)[N:13]=2)=[CH:9][C:8]=1[CH3:30])[CH2:4][CH3:5])[CH3:2]. Given the reactants [CH2:1]([N:3]([CH2:6][C:7]1[S:11][C:10]([C:12]2[O:16][N:15]=[C:14]([C:17]3[CH:22]=[CH:21][C:20]([CH2:23][CH2:24]OS(C)(=O)=O)=[CH:19][CH:18]=3)[N:13]=2)=[CH:9][C:8]=1[CH3:30])[CH2:4][CH3:5])[CH3:2].[CH2:31]([CH2:33][NH2:34])[OH:32], predict the reaction product. (4) Given the reactants [CH2:1]([O:4][C:5](=[O:25])[N:6]([C:21]([CH3:24])([CH3:23])[CH3:22])[CH2:7][C:8]1[CH:13]=[CH:12][CH:11]=[C:10]([C:14]2[CH:19]=[CH:18][N:17]=[C:16](Cl)[N:15]=2)[CH:9]=1)[CH:2]=[CH2:3].[NH2:26][CH2:27][CH2:28][C:29]1[CH:34]=[CH:33][C:32]([OH:35])=[CH:31][CH:30]=1, predict the reaction product. The product is: [CH2:1]([O:4][C:5](=[O:25])[N:6]([C:21]([CH3:24])([CH3:23])[CH3:22])[CH2:7][C:8]1[CH:13]=[CH:12][CH:11]=[C:10]([C:14]2[CH:19]=[CH:18][N:17]=[C:16]([NH:26][CH2:27][CH2:28][C:29]3[CH:34]=[CH:33][C:32]([OH:35])=[CH:31][CH:30]=3)[N:15]=2)[CH:9]=1)[CH:2]=[CH2:3]. (5) Given the reactants [CH3:1][C:2]1[C:6]2[C:7](=[O:20])[N:8]([CH2:12][CH2:13][N:14]3[CH2:19][CH2:18][CH2:17][CH2:16][CH2:15]3)[CH2:9][CH2:10][CH2:11][C:5]=2[NH:4][C:3]=1[CH:21]=O.[N:23]1[CH:28]=[CH:27][C:26]([C:29]2[CH:37]=[CH:36][CH:35]=[C:34]3[C:30]=2[CH2:31][C:32](=[O:38])[NH:33]3)=[CH:25][CH:24]=1, predict the reaction product. The product is: [CH3:1][C:2]1[C:6]2[C:7](=[O:20])[N:8]([CH2:12][CH2:13][N:14]3[CH2:19][CH2:18][CH2:17][CH2:16][CH2:15]3)[CH2:9][CH2:10][CH2:11][C:5]=2[NH:4][C:3]=1[CH:21]=[C:31]1[C:30]2[C:34](=[CH:35][CH:36]=[CH:37][C:29]=2[C:26]2[CH:27]=[CH:28][N:23]=[CH:24][CH:25]=2)[NH:33][C:32]1=[O:38]. (6) Given the reactants [OH:1][N:2]1[C:6](=[O:7])[C:5]2=[CH:8][CH:9]=[CH:10][CH:11]=[C:4]2[C:3]1=[O:12].[CH3:13][O:14][C:15]([CH3:17])=[CH2:16], predict the reaction product. The product is: [CH3:13][O:14][C:15]([CH3:17])([O:1][N:2]1[C:3](=[O:12])[C:4]2[C:5](=[CH:8][CH:9]=[CH:10][CH:11]=2)[C:6]1=[O:7])[CH3:16]. (7) Given the reactants C([O:3][C:4](=[O:20])[C@@H:5]([O:18][CH3:19])[CH2:6][C:7]1[CH:12]=[CH:11][C:10]([O:13][CH2:14][CH2:15][CH2:16]Br)=[CH:9][CH:8]=1)C.[F:21][C:22]([F:38])([F:37])[O:23][C:24]1[CH:25]=[C:26]([C:30]2[CH:35]=[CH:34][C:33]([OH:36])=[CH:32][CH:31]=2)[CH:27]=[CH:28][CH:29]=1.[OH-].[Na+], predict the reaction product. The product is: [CH3:19][O:18][C@@H:5]([CH2:6][C:7]1[CH:8]=[CH:9][C:10]([O:13][CH2:14][CH2:15][CH2:16][O:36][C:33]2[CH:34]=[CH:35][C:30]([C:26]3[CH:27]=[CH:28][CH:29]=[C:24]([O:23][C:22]([F:21])([F:37])[F:38])[CH:25]=3)=[CH:31][CH:32]=2)=[CH:11][CH:12]=1)[C:4]([OH:3])=[O:20].